From a dataset of Reaction yield outcomes from USPTO patents with 853,638 reactions. Predict the reaction yield, written as a fraction of the theoretical maximum amount of product (1.0 means a 100% yield; for example, 0.34 means a 34% yield). (1) The reactants are [CH3:1][O:2][C:3]([C:5]1[C:9]([N+:10]([O-])=O)=[CH:8][N:7]([CH3:13])[N:6]=1)=[O:4]. The product is [CH3:1][O:2][C:3]([C:5]1[C:9]([NH2:10])=[CH:8][N:7]([CH3:13])[N:6]=1)=[O:4]. The catalyst is CO.[Pd]. The yield is 0.840. (2) The yield is 0.720. The catalyst is C1(C)C=CC=CC=1. The reactants are [F:1][C:2]1[CH:9]=[CH:8][C:7]([NH:10][NH2:11])=[CH:6][C:3]=1[C:4]#[N:5].C1(C)C=CC(S(O)(=O)=O)=CC=1.[Cl:23][C:24]1[CH:25]=[C:26]([CH:34]([C:37](=O)[C:38]([F:41])([F:40])[F:39])[C:35]#[N:36])[CH:27]=[C:28]([C:30]([F:33])([F:32])[F:31])[CH:29]=1. The product is [NH2:36][C:35]1[N:10]([C:7]2[CH:8]=[CH:9][C:2]([F:1])=[C:3]([CH:6]=2)[C:4]#[N:5])[N:11]=[C:37]([C:38]([F:39])([F:41])[F:40])[C:34]=1[C:26]1[CH:27]=[C:28]([C:30]([F:31])([F:32])[F:33])[CH:29]=[C:24]([Cl:23])[CH:25]=1.